From a dataset of Forward reaction prediction with 1.9M reactions from USPTO patents (1976-2016). Predict the product of the given reaction. (1) Given the reactants Cl(O)(=O)(=O)=O.[CH3:6][O:7][C:8]1[N:13]=[CH:12][C:11]([C:14]2[CH:19]=[CH:18][C:17]([CH2:20][CH2:21][C@H:22]3[O:31][C@H:25]4[O:26]C(C)(C)[O:28][C@H:24]4[C@H:23]3[CH2:32][CH2:33][N:34]3[C:42](=[O:43])[C:41]4[C:36](=[CH:37][CH:38]=[CH:39][CH:40]=4)[C:35]3=[O:44])=[CH:16][CH:15]=2)=[CH:10][CH:9]=1, predict the reaction product. The product is: [OH:28][C@@H:24]1[C@H:25]([OH:26])[O:31][C@H:22]([CH2:21][CH2:20][C:17]2[CH:18]=[CH:19][C:14]([C:11]3[CH:12]=[N:13][C:8]([O:7][CH3:6])=[CH:9][CH:10]=3)=[CH:15][CH:16]=2)[C@@H:23]1[CH2:32][CH2:33][N:34]1[C:35](=[O:44])[C:36]2[C:41](=[CH:40][CH:39]=[CH:38][CH:37]=2)[C:42]1=[O:43]. (2) Given the reactants [Cl:1][C:2]1[CH:3]=[C:4]2[C:8](=[CH:9][CH:10]=1)[C:7](=[O:11])[CH:6]([C:12]([O:14][CH3:15])=[O:13])[CH2:5]2.C([O:20]O)(C)(C)C, predict the reaction product. The product is: [Cl:1][C:2]1[CH:3]=[C:4]2[C:8](=[CH:9][CH:10]=1)[C:7](=[O:11])[C:6]([OH:20])([C:12]([O:14][CH3:15])=[O:13])[CH2:5]2. (3) Given the reactants C([O:8][C:9]1[C:14]2[NH:15][C:16](=[O:18])[S:17][C:13]=2[C:12]([C@@H:19]([OH:46])[CH2:20][N:21](CC2C=CC=CC=2)[CH2:22][CH2:23][CH2:24][CH2:25][CH2:26][CH2:27][O:28][CH2:29][CH2:30][CH2:31][CH2:32][C:33]2[CH:38]=[CH:37][CH:36]=[CH:35][CH:34]=2)=[CH:11][CH:10]=1)C1C=CC=CC=1.[CH:47]([OH:49])=[O:48], predict the reaction product. The product is: [CH:47]([OH:49])=[O:48].[OH:8][C:9]1[C:14]2[NH:15][C:16](=[O:18])[S:17][C:13]=2[C:12]([C@@H:19]([OH:46])[CH2:20][NH:21][CH2:22][CH2:23][CH2:24][CH2:25][CH2:26][CH2:27][O:28][CH2:29][CH2:30][CH2:31][CH2:32][C:33]2[CH:34]=[CH:35][CH:36]=[CH:37][CH:38]=2)=[CH:11][CH:10]=1. (4) Given the reactants CO[C:3]([C:5]1[CH:6]=[C:7]2[C:11](=[CH:12][CH:13]=1)[NH:10][N:9]=[CH:8]2)=[O:4].Cl[CH2:15][CH2:16][O:17][CH2:18][CH3:19], predict the reaction product. The product is: [CH2:16]([O:17][CH2:18][CH2:19][N:10]1[C:11]2[C:7](=[CH:6][C:5]([CH2:3][OH:4])=[CH:13][CH:12]=2)[CH:8]=[N:9]1)[CH3:15]. (5) Given the reactants Cl[C:2]1[CH:11]=[CH:10][C:9]2[C:8]([C:12]([NH:14][CH2:15][C:16]34[CH2:25][CH:20]5[CH2:21][CH:22]([CH2:24][CH:18]([CH2:19]5)[CH2:17]3)[CH2:23]4)=[O:13])=[C:7]([Cl:26])[CH:6]=[CH:5][C:4]=2[N:3]=1.Cl.CC([O:32][C:33](=[O:37])[CH2:34][CH2:35][NH2:36])(C)C, predict the reaction product. The product is: [Cl:26][C:7]1[C:8]([C:12]([NH:14][CH2:15][C:16]23[CH2:23][CH:22]4[CH2:24][CH:18]([CH2:19][CH:20]([CH2:21]4)[CH2:25]2)[CH2:17]3)=[O:13])=[C:9]2[C:4](=[CH:5][CH:6]=1)[N:3]=[C:2]([NH:36][CH2:35][CH2:34][C:33]([OH:37])=[O:32])[CH:11]=[CH:10]2.